From a dataset of Full USPTO retrosynthesis dataset with 1.9M reactions from patents (1976-2016). Predict the reactants needed to synthesize the given product. (1) Given the product [C:1]([O:5][C:6]([N:7]([CH2:9][C@H:10]1[CH2:15][CH2:14][C@H:13]([C:16]#[C:17][CH2:18][O:19][S:22]([CH3:21])(=[O:24])=[O:23])[CH2:12][CH2:11]1)[CH3:8])=[O:20])([CH3:3])([CH3:2])[CH3:4], predict the reactants needed to synthesize it. The reactants are: [C:1]([O:5][C:6](=[O:20])[N:7]([CH2:9][C@H:10]1[CH2:15][CH2:14][C@H:13]([C:16]#[C:17][CH2:18][OH:19])[CH2:12][CH2:11]1)[CH3:8])([CH3:4])([CH3:3])[CH3:2].[CH3:21][S:22](Cl)(=[O:24])=[O:23].N1C(C)=CC=CC=1C.O. (2) Given the product [CH3:12][O:11][C:9](=[O:10])[CH2:8][C:2]1[O:1][CH:14]=[CH:15][C:3]=1[C:4]([O:6][CH3:7])=[O:5], predict the reactants needed to synthesize it. The reactants are: [O:1]=[C:2]([CH2:8][C:9]([O:11][CH3:12])=[O:10])[CH2:3][C:4]([O:6][CH3:7])=[O:5].Cl[CH:14](C)[CH:15]=O.